From a dataset of CYP2C9 inhibition data for predicting drug metabolism from PubChem BioAssay. Regression/Classification. Given a drug SMILES string, predict its absorption, distribution, metabolism, or excretion properties. Task type varies by dataset: regression for continuous measurements (e.g., permeability, clearance, half-life) or binary classification for categorical outcomes (e.g., BBB penetration, CYP inhibition). Dataset: cyp2c9_veith. (1) The drug is O=C(O)[C@H](Cc1ccccc1)N1C(=O)c2ccccc2C1=O. The result is 0 (non-inhibitor). (2) The result is 0 (non-inhibitor). The molecule is Cc1cccc2c1OCC/C2=N\NC(=O)COc1ccccc1Cl. (3) The drug is CC(C)[C@@H](OCc1ccccc1)[C@H](C)/C=N\OC[C@@H](C)[C@H](OCc1ccccc1)C(C)C. The result is 0 (non-inhibitor).